This data is from Forward reaction prediction with 1.9M reactions from USPTO patents (1976-2016). The task is: Predict the product of the given reaction. (1) Given the reactants [C:1]([O:5][C:6]([N:8]1[C:16]2[C:11](=[CH:12][CH:13]=[CH:14][CH:15]=2)[C:10]([CH2:17][C@H:18]([C:49](=[O:89])[NH:50][C@@H:51]([C:73](=[O:88])[NH:74][C@H:75]([CH:85]([CH3:87])[CH3:86])[C@@H:76]([OH:84])[CH2:77][C:78]([O:80]CC=C)=[O:79])[CH2:52][S:53][C:54]([C:67]2[CH:72]=[CH:71][CH:70]=[CH:69][CH:68]=2)([C:61]2[CH:66]=[CH:65][CH:64]=[CH:63][CH:62]=2)[C:55]2[CH:60]=[CH:59][CH:58]=[CH:57][CH:56]=2)[NH:19][C:20](=[O:48])[CH2:21][C@H:22]([OH:47])/[CH:23]=[CH:24]/[CH2:25][CH2:26][S:27][C:28]([C:41]2[CH:46]=[CH:45][CH:44]=[CH:43][CH:42]=2)([C:35]2[CH:40]=[CH:39][CH:38]=[CH:37][CH:36]=2)[C:29]2[CH:34]=[CH:33][CH:32]=[CH:31][CH:30]=2)=[CH:9]1)=[O:7])([CH3:4])([CH3:3])[CH3:2].N1CCOCC1.CC(O)=O, predict the reaction product. The product is: [C:1]([O:5][C:6]([N:8]1[C:16]2[C:11](=[CH:12][CH:13]=[CH:14][CH:15]=2)[C:10]([CH2:17][C@H:18]([C:49](=[O:89])[NH:50][C@@H:51]([C:73](=[O:88])[NH:74][C@H:75]([CH:85]([CH3:86])[CH3:87])[C@@H:76]([OH:84])[CH2:77][C:78]([OH:80])=[O:79])[CH2:52][S:53][C:54]([C:67]2[CH:68]=[CH:69][CH:70]=[CH:71][CH:72]=2)([C:55]2[CH:60]=[CH:59][CH:58]=[CH:57][CH:56]=2)[C:61]2[CH:66]=[CH:65][CH:64]=[CH:63][CH:62]=2)[NH:19][C:20](=[O:48])[CH2:21][C@H:22]([OH:47])/[CH:23]=[CH:24]/[CH2:25][CH2:26][S:27][C:28]([C:29]2[CH:30]=[CH:31][CH:32]=[CH:33][CH:34]=2)([C:35]2[CH:40]=[CH:39][CH:38]=[CH:37][CH:36]=2)[C:41]2[CH:46]=[CH:45][CH:44]=[CH:43][CH:42]=2)=[CH:9]1)=[O:7])([CH3:2])([CH3:3])[CH3:4]. (2) Given the reactants C1O[C@@H]([O:7][C:8]2[CH:13]=[CH:12][C:11]([N+:14]([O-:16])=[O:15])=[CH:10][CH:9]=2)[C@H](O)[C@@H](O)[C@@H]1O.C(O)(=O)C.P(=O)(O)(O)O, predict the reaction product. The product is: [CH:10]1[C:11]([N+:14]([O-:16])=[O:15])=[CH:12][CH:13]=[C:8]([OH:7])[CH:9]=1. (3) Given the reactants C(OC([N:6]1[CH2:23][CH2:22][C:10]2[C:11]3[C:12]([CH3:21])([CH3:20])[C:13]([F:19])([F:18])[CH2:14][C:15]=3[CH:16]=[CH:17][C:9]=2[CH2:8][CH2:7]1)=O)C.[Si](I)(C)(C)C, predict the reaction product. The product is: [F:19][C:13]1([F:18])[C:12]([CH3:20])([CH3:21])[C:11]2[C:10]3[CH2:22][CH2:23][NH:6][CH2:7][CH2:8][C:9]=3[CH:17]=[CH:16][C:15]=2[CH2:14]1. (4) Given the reactants [OH-].[Na+].C1COCC1.[F:8][C:9]1[C:14]([Br:15])=[C:13]([F:16])[C:12]([F:17])=[C:11](F)[C:10]=1[F:19].O.[CH2:21]([OH:27])[CH2:22][CH2:23][CH2:24][CH2:25][CH3:26], predict the reaction product. The product is: [CH2:21]([O:27][C:11]1[C:12]([F:17])=[C:13]([F:16])[C:14]([Br:15])=[C:9]([F:8])[C:10]=1[F:19])[CH2:22][CH2:23][CH2:24][CH2:25][CH3:26]. (5) Given the reactants [OH:1][CH:2]([C:5]1[C:13]2[O:12][CH2:11][CH:10]([C:14]3[CH:19]=[CH:18][C:17]([CH:20]([CH3:22])[CH3:21])=[CH:16][CH:15]=3)[C:9]=2[C:8]([CH3:23])=[C:7]([NH:24][C:25](=[O:31])[CH2:26][C:27]([CH3:30])([CH3:29])[CH3:28])[C:6]=1[CH3:32])[CH2:3][CH3:4], predict the reaction product. The product is: [CH:20]([C:17]1[CH:18]=[CH:19][C:14]([CH:10]2[C:9]3[C:8]([CH3:23])=[C:7]([NH:24][C:25](=[O:31])[CH2:26][C:27]([CH3:28])([CH3:30])[CH3:29])[C:6]([CH3:32])=[C:5]([C:2](=[O:1])[CH2:3][CH3:4])[C:13]=3[O:12][CH2:11]2)=[CH:15][CH:16]=1)([CH3:22])[CH3:21]. (6) The product is: [CH3:28][C:21]1[C:20]2[C:25](=[CH:26][C:17]([NH:14][C:15](=[O:16])[O:13][CH2:12][C:9]3[CH:10]=[CH:11][C:6]([C:2]4[O:1][CH:5]=[CH:4][CH:3]=4)=[CH:7][CH:8]=3)=[CH:18][CH:19]=2)[O:24][C:23](=[O:27])[CH:22]=1. Given the reactants [O:1]1[CH:5]=[CH:4][CH:3]=[C:2]1[C:6]1[CH:11]=[CH:10][C:9]([CH2:12][OH:13])=[CH:8][CH:7]=1.[N:14]([C:17]1[CH:26]=[C:25]2[C:20]([C:21]([CH3:28])=[CH:22][C:23](=[O:27])[O:24]2)=[CH:19][CH:18]=1)=[C:15]=[O:16], predict the reaction product. (7) Given the reactants C1C=CC(P(C2C(C3C(P(C4C=CC=CC=4)C4C=CC=CC=4)=CC=C4C=3C=CC=C4)=C3C(C=CC=C3)=CC=2)C2C=CC=CC=2)=CC=1.CC([O-])(C)C.[Na+].Br[C:54]1[CH:55]=[C:56]([O:62][CH3:63])[C:57]([F:61])=[C:58]([F:60])[CH:59]=1.[CH3:64][O:65][C:66]1[CH:71]=[CH:70][C:69]([O:72][CH3:73])=[CH:68][C:67]=1[C:74](=[O:76])[CH3:75], predict the reaction product. The product is: [F:60][C:58]1[CH:59]=[C:54]([CH2:75][C:74]([C:67]2[CH:68]=[C:69]([O:72][CH3:73])[CH:70]=[CH:71][C:66]=2[O:65][CH3:64])=[O:76])[CH:55]=[C:56]([O:62][CH3:63])[C:57]=1[F:61]. (8) Given the reactants [Br:1][C:2]1[CH:10]=[C:9]([F:11])[CH:8]=[C:7]2[C:3]=1[CH:4]=[N:5][NH:6]2.[H-].[Na+].I[CH3:15].O, predict the reaction product. The product is: [Br:1][C:2]1[CH:10]=[C:9]([F:11])[CH:8]=[C:7]2[C:3]=1[CH:4]=[N:5][N:6]2[CH3:15].[Br:1][C:2]1[C:3]2[C:7]([CH:8]=[C:9]([F:11])[CH:10]=1)=[N:6][N:5]([CH3:15])[CH:4]=2. (9) Given the reactants [Li]CCCC.Br[C:7]1[CH:8]=[N:9][CH:10]=[CH:11][CH:12]=1.C1COCC1.[Cl:18][C:19]1[CH:26]=[CH:25][C:22]([CH:23]=[O:24])=[C:21]([O:27][CH3:28])[CH:20]=1, predict the reaction product. The product is: [Cl:18][C:19]1[CH:26]=[CH:25][C:22]([CH:23]([C:7]2[CH:8]=[N:9][CH:10]=[CH:11][CH:12]=2)[OH:24])=[C:21]([O:27][CH3:28])[CH:20]=1.